This data is from Full USPTO retrosynthesis dataset with 1.9M reactions from patents (1976-2016). The task is: Predict the reactants needed to synthesize the given product. (1) Given the product [Cl:32][C:18]1[CH:17]=[C:16]([NH:15][C:13]2[C:14]3[N:6]([CH2:5][CH2:4][NH:3][C:34](=[O:33])[C:35]([CH3:40])([CH3:39])[CH2:36][OH:37])[CH:7]=[CH:8][C:9]=3[N:10]=[CH:11][N:12]=2)[CH:21]=[CH:20][C:19]=1[O:22][C:23]1[CH:31]=[C:30]2[C:26]([CH:27]=[N:28][NH:29]2)=[CH:25][CH:24]=1, predict the reactants needed to synthesize it. The reactants are: Cl.Cl.[NH2:3][CH2:4][CH2:5][N:6]1[C:14]2[C:13]([NH:15][C:16]3[CH:21]=[CH:20][C:19]([O:22][C:23]4[CH:31]=[C:30]5[C:26]([CH:27]=[N:28][NH:29]5)=[CH:25][CH:24]=4)=[C:18]([Cl:32])[CH:17]=3)=[N:12][CH:11]=[N:10][C:9]=2[CH:8]=[CH:7]1.[OH:33][CH2:34][C:35]([CH3:40])([CH3:39])[C:36](O)=[O:37].Cl.C(N=C=NCCCN(C)C)C.ON1C2C=CC=CC=2N=N1. (2) Given the product [S:10]1[C:6]2[CH:5]=[CH:4][CH:3]=[CH:2][C:7]=2[N:8]=[C:9]1[C:11]1[CH:12]=[C:13]([CH:31]=[CH:32][C:33]=1[Cl:74])[C:14]([NH:16][CH2:17][CH2:18][CH:19]1[CH2:20][CH2:21][N:22]([C:25]2[CH:26]=[CH:27][N:28]=[CH:29][CH:30]=2)[CH2:23][CH2:24]1)=[O:15], predict the reactants needed to synthesize it. The reactants are: Cl[C:2]1[C:7]2[N:8]=[C:9]([C:11]3[CH:12]=[C:13]([CH:31]=[CH:32][CH:33]=3)[C:14]([NH:16][CH2:17][CH2:18][CH:19]3[CH2:24][CH2:23][N:22]([C:25]4[CH:30]=[CH:29][N:28]=[CH:27][CH:26]=4)[CH2:21][CH2:20]3)=[O:15])[S:10][C:6]=2[CH:5]=[CH:4][CH:3]=1.FC(F)(F)C(O)=O.N1(C2C=CN=CC=2)CCC(CCN)CC1.S1C2C=CC=CC=2N=C1C1C=C(C=CC=1[Cl:74])C(O)=O.ClC1C2N=C(C3C=C(B(O)O)C=CC=3)SC=2C=CC=1.COC(=O)C1C=CC(Cl)=C(CO)C=1. (3) The reactants are: [N:1]([CH2:4][C:5]1[C:13]2[C:8](=[CH:9][CH:10]=[C:11]([Cl:14])[CH:12]=2)[NH:7][N:6]=1)=[N+]=[N-]. Given the product [Cl:14][C:11]1[CH:12]=[C:13]2[C:8](=[CH:9][CH:10]=1)[NH:7][N:6]=[C:5]2[CH2:4][NH2:1], predict the reactants needed to synthesize it.